Dataset: Reaction yield outcomes from USPTO patents with 853,638 reactions. Task: Predict the reaction yield, written as a fraction of the theoretical maximum amount of product (1.0 means a 100% yield; for example, 0.34 means a 34% yield). (1) The reactants are [CH2:1]([C:3]1[N:8]=[C:7]([NH2:9])[CH:6]=[CH:5][CH:4]=1)[CH3:2].S(=O)(=O)(O)O.[N+:15]([O-])([OH:17])=[O:16].C(C1N=C(N)C=CC=1[N+]([O-])=O)C. No catalyst specified. The product is [CH2:1]([C:3]1[N:8]=[C:7]([NH2:9])[C:6]([N+:15]([O-:17])=[O:16])=[CH:5][CH:4]=1)[CH3:2]. The yield is 0.250. (2) The reactants are [NH2:1][C:2]1[CH:7]=[C:6]([C:8]([O:10]CC)=[CH2:9])[N:5]=[C:4]([C:13]([O:15][CH3:16])=[O:14])[C:3]=1[O:17][CH3:18].Cl. The catalyst is C1COCC1. The product is [C:8]([C:6]1[N:5]=[C:4]([C:13]([O:15][CH3:16])=[O:14])[C:3]([O:17][CH3:18])=[C:2]([NH2:1])[CH:7]=1)(=[O:10])[CH3:9]. The yield is 1.04. (3) The reactants are [S-:1][C:2]#[N:3].[K+].[NH2:5][C:6]1[CH:7]=[CH:8][C:9]([O:12][C:13]2[C:14]([Cl:27])=[CH:15][C:16]([F:26])=[C:17]([NH:19][C:20](=[O:25])[C:21]([F:24])([F:23])[F:22])[CH:18]=2)=[N:10][CH:11]=1.BrBr. The yield is 0.960. The product is [NH2:3][C:2]1[S:1][C:11]2[C:6]([N:5]=1)=[CH:7][CH:8]=[C:9]([O:12][C:13]1[C:14]([Cl:27])=[CH:15][C:16]([F:26])=[C:17]([NH:19][C:20](=[O:25])[C:21]([F:22])([F:23])[F:24])[CH:18]=1)[N:10]=2. The catalyst is C(O)(=O)C. (4) The reactants are [Cl:1][C:2]1[CH:3]=[C:4]2[C:8](=[CH:9][CH:10]=1)[N:7]([CH2:11][C:12]([O:14][CH2:15][CH3:16])=[O:13])[C:6](=[O:17])[C:5]2([C:20]1[C:21]([OH:29])=[CH:22][C:23]2[O:27][CH2:26][CH2:25][C:24]=2[CH:28]=1)[CH2:18]O.ClC1C=CC(Cl)=C2C=1C(C1C(O)=CC3OCOC=3C=1)(CO)C(=O)N2CCCCC. No catalyst specified. The product is [Cl:1][C:2]1[CH:3]=[C:4]2[C:8](=[CH:9][CH:10]=1)[N:7]([CH2:11][C:12]([O:14][CH2:15][CH3:16])=[O:13])[C:6](=[O:17])[C:5]12[CH2:18][O:29][C:21]2[CH:22]=[C:23]3[C:24](=[CH:28][C:20]1=2)[CH2:25][CH2:26][O:27]3. The yield is 0.900. (5) The reactants are Cl[CH:2]([CH3:24])[C:3]([N:5]([CH:14]1[CH:21]2[CH2:22][CH:17]3[CH2:18][CH:19]([CH2:23][CH:15]1[CH2:16]3)[CH2:20]2)[NH:6]C(OC(C)(C)C)=O)=[O:4].FC(F)(F)C(O)=O. The catalyst is ClCCl. The product is [CH:21]12[CH2:20][CH:19]3[CH2:18][CH:17]([CH2:16][CH:15]([CH2:23]3)[CH:14]1[N:5]1[C:3](=[O:4])[CH:2]([CH3:24])[NH:6]1)[CH2:22]2. The yield is 0.537.